Dataset: Peptide-MHC class II binding affinity with 134,281 pairs from IEDB. Task: Regression. Given a peptide amino acid sequence and an MHC pseudo amino acid sequence, predict their binding affinity value. This is MHC class II binding data. (1) The peptide sequence is AASIIGILHLILWIL. The MHC is DRB4_0101 with pseudo-sequence DRB4_0103. The binding affinity (normalized) is 0.197. (2) The peptide sequence is YTAEGGEIHELLRLQ. The MHC is HLA-DQA10102-DQB10602 with pseudo-sequence HLA-DQA10102-DQB10602. The binding affinity (normalized) is 0.239. (3) The peptide sequence is TAVYYCARGITMIPH. The MHC is HLA-DQA10101-DQB10501 with pseudo-sequence HLA-DQA10101-DQB10501. The binding affinity (normalized) is 0.479.